Task: Predict which catalyst facilitates the given reaction.. Dataset: Catalyst prediction with 721,799 reactions and 888 catalyst types from USPTO Reactant: [CH2:1]([O:8][C:9]([N:11]1[C@H:15]([C:16](O)=[O:17])[CH2:14][S:13][C@H:12]1[C:19]1[CH:20]=[N:21][CH:22]=[CH:23][CH:24]=1)=[O:10])[C:2]1[CH:7]=[CH:6][CH:5]=[CH:4][CH:3]=1.CCN(C(C)C)C(C)C.CN(C(ON1N=NC2C=CC=NC1=2)=[N+](C)C)C.F[P-](F)(F)(F)(F)F.[NH2:58][C:59]1[S:60][CH:61]=[C:62]([C:64]2[CH:75]=[CH:74][C:67]([C:68]([NH:70][CH:71]3[CH2:73][CH2:72]3)=[O:69])=[CH:66][CH:65]=2)[N:63]=1. Product: [CH2:1]([O:8][C:9]([N:11]1[C@H:15]([C:16](=[O:17])[NH:58][C:59]2[S:60][CH:61]=[C:62]([C:64]3[CH:65]=[CH:66][C:67]([C:68](=[O:69])[NH:70][CH:71]4[CH2:73][CH2:72]4)=[CH:74][CH:75]=3)[N:63]=2)[CH2:14][S:13][C@H:12]1[C:19]1[CH:20]=[N:21][CH:22]=[CH:23][CH:24]=1)=[O:10])[C:2]1[CH:7]=[CH:6][CH:5]=[CH:4][CH:3]=1. The catalyst class is: 3.